This data is from Full USPTO retrosynthesis dataset with 1.9M reactions from patents (1976-2016). The task is: Predict the reactants needed to synthesize the given product. (1) The reactants are: [F:1][C:2]1[CH:3]=[C:4]([CH2:9][C:10]([OH:12])=O)[CH:5]=[CH:6][C:7]=1[OH:8].[CH2:13]([N:17]1[C:25]2[N:24]=[C:23]([Cl:26])[NH:22][C:21]=2[C:20](=[O:27])[N:19]([CH2:28][CH2:29][CH2:30]/[C:31](=[N:34]/[H])/[NH:32]O)[C:18]1=[O:36])[CH2:14][CH2:15][CH3:16]. Given the product [CH2:13]([N:17]1[C:25]2[N:24]=[C:23]([Cl:26])[NH:22][C:21]=2[C:20](=[O:27])[N:19]([CH2:28][CH2:29][CH2:30][C:31]2[N:32]=[C:10]([CH2:9][C:4]3[CH:5]=[CH:6][C:7]([OH:8])=[C:2]([F:1])[CH:3]=3)[O:12][N:34]=2)[C:18]1=[O:36])[CH2:14][CH2:15][CH3:16], predict the reactants needed to synthesize it. (2) Given the product [C:18]1([CH2:17][C@H:16]([C:24]2[NH:13][C:10]3[CH:11]=[CH:12][C:7]([C:4]4[CH:3]=[CH:2][N:1]=[CH:6][CH:5]=4)=[CH:8][C:9]=3[N:14]=2)[NH2:15])[CH:23]=[CH:22][CH:21]=[CH:20][CH:19]=1, predict the reactants needed to synthesize it. The reactants are: [N:1]1[CH:6]=[CH:5][C:4]([C:7]2[CH:8]=[C:9]([NH2:14])[C:10]([NH2:13])=[CH:11][CH:12]=2)=[CH:3][CH:2]=1.[NH:15](C(OC(C)(C)C)=O)[C@@H:16]([C:24](O)=O)[CH2:17][C:18]1[CH:23]=[CH:22][CH:21]=[CH:20][CH:19]=1.CN(C(ON1N=NC2C=CC=NC1=2)=[N+](C)C)C.F[P-](F)(F)(F)(F)F.CCN(C(C)C)C(C)C. (3) Given the product [Br:21][C:22]1[CH:27]=[CH:26][C:25]([O:15][CH:8]([C:3]2[CH:4]=[CH:5][CH:6]=[CH:7][C:2]=2[Cl:1])[CH2:9][CH2:10][C:11]([F:13])([F:14])[F:12])=[C:24]([N+:29]([O-:31])=[O:30])[CH:23]=1, predict the reactants needed to synthesize it. The reactants are: [Cl:1][C:2]1[CH:7]=[CH:6][CH:5]=[CH:4][C:3]=1[CH:8]([OH:15])[CH2:9][CH2:10][C:11]([F:14])([F:13])[F:12].[Li]CCCC.[Br:21][C:22]1[CH:27]=[CH:26][C:25](F)=[C:24]([N+:29]([O-:31])=[O:30])[CH:23]=1. (4) Given the product [F:34][C:35]1[CH:36]=[C:37]([CH:41]=[C:42]([I:45])[C:43]=1[CH3:44])[C:38]([NH:24][C:19]1[NH:18][N:26]=[CH:21][CH:20]=1)=[O:40], predict the reactants needed to synthesize it. The reactants are: C(N(CC)C(C)C)(C)C.CN(C(O[N:18]1[N:26]=N[C:20]2[CH:21]=CC=[N:24][C:19]1=2)=[N+](C)C)C.F[P-](F)(F)(F)(F)F.[F:34][C:35]1[CH:36]=[C:37]([CH:41]=[C:42]([I:45])[C:43]=1[CH3:44])[C:38]([OH:40])=O.NC1C=CNN=1. (5) Given the product [CH:31]1([N:15]([C:22]2[CH:27]=[CH:26][CH:25]=[C:24]([CH3:28])[C:23]=2[F:29])[C:13](=[O:14])[N:12]([CH3:60])[C:10]2[S:11][C:7]([S:6][CH2:5][C:4]([OH:3])=[O:30])=[CH:8][N:9]=2)[CH2:35][CH2:34][CH2:33][CH2:32]1, predict the reactants needed to synthesize it. The reactants are: C([O:3][C:4](=[O:30])[CH2:5][S:6][C:7]1[S:11][C:10]([NH:12][C:13]([N:15]([C:22]2[CH:27]=[CH:26][CH:25]=[C:24]([CH3:28])[C:23]=2[F:29])CC2CCCC2)=[O:14])=[N:9][CH:8]=1)C.[CH:31]1(CN(C2C=CC(S(C)(=O)=O)=CC=2)C(=O)NC2SC=C(CC(O)=O)N=2)[CH2:35][CH2:34][CH2:33][CH2:32]1.[CH:60]1(CNC2C=CC=C(C)C=2F)CCCC1.C(OC(=O)CSC1SC(N)=NC=1)C.